From a dataset of Catalyst prediction with 721,799 reactions and 888 catalyst types from USPTO. Predict which catalyst facilitates the given reaction. Reactant: [Cl:1][C:2]1[CH:3]=[N+:4]([O-:44])[CH:5]=[C:6]([Cl:43])[C:7]=1[CH2:8][C@@H:9]([C:28]1[CH:33]=[CH:32][C:31]([O:34][CH:35]([F:37])[F:36])=[C:30]([O:38][CH2:39][CH:40]2[CH2:42][CH2:41]2)[CH:29]=1)[O:10][C:11](=[O:27])[CH2:12][N:13]1[C:21](=[O:22])[C:20]2[C:15](=[CH:16][CH:17]=[C:18]([N+:23]([O-])=O)[CH:19]=2)[C:14]1=[O:26].O.O.[Sn](Cl)Cl. Product: [NH2:23][C:18]1[CH:17]=[CH:16][CH:15]=[C:20]2[C:19]=1[C:14](=[O:26])[N:13]([CH2:12][C:11]([O:10][C@H:9]([C:28]1[CH:33]=[CH:32][C:31]([O:34][CH:35]([F:36])[F:37])=[C:30]([O:38][CH2:39][CH:40]3[CH2:41][CH2:42]3)[CH:29]=1)[CH2:8][C:7]1[C:6]([Cl:43])=[CH:5][N+:4]([O-:44])=[CH:3][C:2]=1[Cl:1])=[O:27])[C:21]2=[O:22]. The catalyst class is: 1.